The task is: Regression. Given two drug SMILES strings and cell line genomic features, predict the synergy score measuring deviation from expected non-interaction effect.. This data is from NCI-60 drug combinations with 297,098 pairs across 59 cell lines. Drug 1: CCCCCOC(=O)NC1=NC(=O)N(C=C1F)C2C(C(C(O2)C)O)O. Drug 2: CC=C1C(=O)NC(C(=O)OC2CC(=O)NC(C(=O)NC(CSSCCC=C2)C(=O)N1)C(C)C)C(C)C. Cell line: TK-10. Synergy scores: CSS=21.5, Synergy_ZIP=-5.65, Synergy_Bliss=-0.614, Synergy_Loewe=-89.6, Synergy_HSA=-1.44.